Predict which catalyst facilitates the given reaction. From a dataset of Catalyst prediction with 721,799 reactions and 888 catalyst types from USPTO. (1) Reactant: [Cl:1][C:2]1[N:7]=[CH:6][C:5]([CH:8]([C:10]2[CH:15]=[CH:14][CH:13]=[CH:12][CH:11]=2)[OH:9])=[CH:4][CH:3]=1.[C:16](OC(=O)C)(=[O:18])[CH3:17]. Product: [Cl:1][C:2]1[N:7]=[CH:6][C:5]([CH:8]([O:9][C:16](=[O:18])[CH3:17])[C:10]2[CH:11]=[CH:12][CH:13]=[CH:14][CH:15]=2)=[CH:4][CH:3]=1. The catalyst class is: 154. (2) Reactant: [O:1]1[C:5]2[CH:6]=[CH:7][CH:8]=[CH:9][C:4]=2[C:3]([C:10]2[C:11](=[O:34])[NH:12][C:13](=[O:33])[C:14]=2[C:15]2[C:23]3[C:18](=[CH:19][CH:20]=[C:21]([O:24]CC4C=CC=CC=4)[CH:22]=3)[N:17]([CH3:32])[CH:16]=2)=[CH:2]1.B(Br)(Br)Br. Product: [O:1]1[C:5]2[CH:6]=[CH:7][CH:8]=[CH:9][C:4]=2[C:3]([C:10]2[C:11](=[O:34])[NH:12][C:13](=[O:33])[C:14]=2[C:15]2[C:23]3[C:18](=[CH:19][CH:20]=[C:21]([OH:24])[CH:22]=3)[N:17]([CH3:32])[CH:16]=2)=[CH:2]1. The catalyst class is: 4. (3) Reactant: [CH2:1]([NH:3][C:4]([NH:6][C:7]1[N:12]=[CH:11][C:10]([C:13]2[CH:14]=[N:15][CH:16]=[C:17]([C:19]([NH:21][NH2:22])=[O:20])[CH:18]=2)=[C:9]([C:23]2[S:24][CH:25]=[C:26]([C:28]([F:31])([F:30])[F:29])[N:27]=2)[CH:8]=1)=[O:5])[CH3:2].[C:32]([O:36][C:37]([NH:39][C@@H:40]([CH:44]([CH3:46])[CH3:45])[C:41](O)=[O:42])=[O:38])([CH3:35])([CH3:34])[CH3:33].CN(C(ON1N=NC2C=CC=NC1=2)=[N+](C)C)C.F[P-](F)(F)(F)(F)F.CCN(C(C)C)C(C)C. Product: [CH2:1]([NH:3][C:4](=[O:5])[NH:6][C:7]1[N:12]=[CH:11][C:10]([C:13]2[CH:14]=[N:15][CH:16]=[C:17]([C:19]([NH:21][NH:22][C:41](=[O:42])[C@@H:40]([NH:39][C:37](=[O:38])[O:36][C:32]([CH3:35])([CH3:34])[CH3:33])[CH:44]([CH3:46])[CH3:45])=[O:20])[CH:18]=2)=[C:9]([C:23]2[S:24][CH:25]=[C:26]([C:28]([F:31])([F:30])[F:29])[N:27]=2)[CH:8]=1)[CH3:2]. The catalyst class is: 18. (4) Reactant: [O:1]1[C:5]2[CH:6]=[CH:7][CH:8]=[CH:9][C:4]=2[N:3]=[C:2]1[NH:10][C@H:11]1[CH2:15][N:14](C(OC(C)(C)C)=O)[C@H:13]([C:23]([OH:25])=O)[CH2:12]1.[ClH:26].[C:27]([C@@H:29]1[CH2:33][CH2:32][CH2:31][NH:30]1)#[N:28]. Product: [ClH:26].[O:1]1[C:5]2[CH:6]=[CH:7][CH:8]=[CH:9][C:4]=2[N:3]=[C:2]1[NH:10][C@H:11]1[CH2:15][NH:14][C@H:13]([C:23]([N:30]2[CH2:31][CH2:32][CH2:33][C@H:29]2[C:27]#[N:28])=[O:25])[CH2:12]1. The catalyst class is: 3.